From a dataset of Forward reaction prediction with 1.9M reactions from USPTO patents (1976-2016). Predict the product of the given reaction. (1) Given the reactants Br[C:2]1[CH:3]=[C:4]([CH2:8][CH2:9][C:10]([O:12][CH2:13][CH3:14])=[O:11])[CH:5]=[N:6][CH:7]=1.[B:15]1([B:15]2[O:19][C:18]([CH3:21])([CH3:20])[C:17]([CH3:23])([CH3:22])[O:16]2)[O:19][C:18]([CH3:21])([CH3:20])[C:17]([CH3:23])([CH3:22])[O:16]1.C1(P(C2CCCCC2)C2CCCCC2)CCCCC1.C([O-])(=O)C.[K+], predict the reaction product. The product is: [CH3:22][C:17]1([CH3:23])[C:18]([CH3:21])([CH3:20])[O:19][B:15]([C:2]2[CH:3]=[C:4]([CH2:8][CH2:9][C:10]([O:12][CH2:13][CH3:14])=[O:11])[CH:5]=[N:6][CH:7]=2)[O:16]1. (2) Given the reactants [CH2:1]([S:8][C:9]1[N:14]=[C:13]([N:15]([CH2:23][O:24][CH2:25][CH2:26][Si:27]([CH3:30])([CH3:29])[CH3:28])[S:16]([N:19]2[CH2:22][CH2:21][CH2:20]2)(=[O:18])=[O:17])[CH:12]=[C:11](Cl)[N:10]=1)[C:2]1[CH:7]=[CH:6][CH:5]=[CH:4][CH:3]=1.[NH2:32][C@@H:33]([CH2:35][OH:36])[CH3:34], predict the reaction product. The product is: [CH2:1]([S:8][C:9]1[N:14]=[C:13]([N:15]([CH2:23][O:24][CH2:25][CH2:26][Si:27]([CH3:30])([CH3:29])[CH3:28])[S:16]([N:19]2[CH2:22][CH2:21][CH2:20]2)(=[O:18])=[O:17])[CH:12]=[C:11]([NH:32][C@H:33]([CH3:34])[CH2:35][OH:36])[N:10]=1)[C:2]1[CH:7]=[CH:6][CH:5]=[CH:4][CH:3]=1.